Dataset: Full USPTO retrosynthesis dataset with 1.9M reactions from patents (1976-2016). Task: Predict the reactants needed to synthesize the given product. (1) Given the product [CH3:1][O:2][C:3](=[O:20])[C:4](=[CH:9][C:10]1[C:15]([F:16])=[CH:14][CH:13]=[C:12]([F:17])[C:11]=1[F:18])[C:5]([O:7][CH3:8])=[O:6], predict the reactants needed to synthesize it. The reactants are: [CH3:1][O:2][C:3](=[O:20])[CH:4]([CH:9](O)[C:10]1[C:15]([F:16])=[CH:14][CH:13]=[C:12]([F:17])[C:11]=1[F:18])[C:5]([O:7][CH3:8])=[O:6].CCN(CC)CC.CS(Cl)(=O)=O. (2) Given the product [CH2:1]([C:3]1[NH:4][C:5]2[C:10]([C:11](=[O:14])[C:12]=1[C:21]1[CH:26]=[CH:25][CH:24]=[CH:23][N:22]=1)=[CH:9][C:8]([F:15])=[CH:7][CH:6]=2)[CH3:2], predict the reactants needed to synthesize it. The reactants are: [CH2:1]([C:3]1[NH:4][C:5]2[C:10]([C:11](=[O:14])[C:12]=1I)=[CH:9][C:8]([F:15])=[CH:7][CH:6]=2)[CH3:2].C([Sn](CCCC)(CCCC)[C:21]1[CH:26]=[CH:25][CH:24]=[CH:23][N:22]=1)CCC. (3) Given the product [ClH:2].[N:7]1[CH:12]=[CH:11][CH:10]=[CH:9][C:8]=1[C:13]1([CH2:18][C:19]([NH2:1])=[NH:20])[CH2:17][CH2:16][CH2:15][CH2:14]1, predict the reactants needed to synthesize it. The reactants are: [NH4+:1].[Cl-:2].C[Al](C)C.[N:7]1[CH:12]=[CH:11][CH:10]=[CH:9][C:8]=1[C:13]1([CH2:18][C:19]#[N:20])[CH2:17][CH2:16][CH2:15][CH2:14]1. (4) Given the product [CH3:33][C:31]1([CH3:34])[O:30][N:29]=[C:28]([SH:25]([CH2:3][C:4]2[C:8]([C:9]([F:12])([F:11])[F:10])=[CH:7][NH:6][N:5]=2)[CH3:24])[CH2:32]1, predict the reactants needed to synthesize it. The reactants are: Cl.O[CH2:3][C:4]1[C:8]([C:9]([F:12])([F:11])[F:10])=[CH:7][N:6](C)[N:5]=1.NC(N)=S.C(=O)([O-])[O-].[K+].[K+].[CH3:24][S:25]([C:28]1[CH2:32][C:31]([CH3:34])([CH3:33])[O:30][N:29]=1)(=O)=O. (5) Given the product [O:1]=[C:2]1[C:11]2[C:6](=[CH:7][CH:8]=[CH:9][CH:10]=2)[NH:5][CH:4]=[C:3]1[C:12]([OH:14])=[O:13], predict the reactants needed to synthesize it. The reactants are: [O:1]=[C:2]1[C:11]2[C:6](=[CH:7][CH:8]=[CH:9][CH:10]=2)[NH:5][CH:4]=[C:3]1[C:12]([O:14]CC)=[O:13].[OH-].[Na+].Cl. (6) Given the product [P:38]([O:37][C@@H:9]([CH2:10][NH:11][CH2:12][CH2:13][CH:14]([C:15]1[CH:20]=[CH:19][C:18]([NH:21][C:22]([O:24][CH3:25])=[O:23])=[CH:17][CH:16]=1)[C:26]1[CH:27]=[CH:28][C:29]([NH:32][C:33]([O:35][CH3:36])=[O:34])=[CH:30][CH:31]=1)[CH2:8][O:1][C:2]1[CH:7]=[CH:6][CH:5]=[CH:4][CH:3]=1)([OH:41])([OH:40])=[O:39], predict the reactants needed to synthesize it. The reactants are: [O:1]([CH2:8][C@@H:9]([OH:37])[CH2:10][NH:11][CH2:12][CH2:13][CH:14]([C:26]1[CH:31]=[CH:30][C:29]([NH:32][C:33]([O:35][CH3:36])=[O:34])=[CH:28][CH:27]=1)[C:15]1[CH:20]=[CH:19][C:18]([NH:21][C:22]([O:24][CH3:25])=[O:23])=[CH:17][CH:16]=1)[C:2]1[CH:7]=[CH:6][CH:5]=[CH:4][CH:3]=1.[P:38](=O)([OH:41])([OH:40])[OH:39].